From a dataset of Reaction yield outcomes from USPTO patents with 853,638 reactions. Predict the reaction yield, written as a fraction of the theoretical maximum amount of product (1.0 means a 100% yield; for example, 0.34 means a 34% yield). The reactants are CC(C)([O-])C.[K+].[CH3:7][N:8]1[CH:12]=[C:11]([CH2:13][CH2:14][C:15]([O:17]C)=O)[CH:10]=[N:9]1.[CH:19](OC)=O.[NH2:23][C:24]([NH2:26])=[S:25]. The catalyst is C1COCC1.CO. The product is [CH3:7][N:8]1[CH:12]=[C:11]([CH2:13][C:14]2[C:15](=[O:17])[NH:23][C:24](=[S:25])[NH:26][CH:19]=2)[CH:10]=[N:9]1. The yield is 0.504.